From a dataset of NCI-60 drug combinations with 297,098 pairs across 59 cell lines. Regression. Given two drug SMILES strings and cell line genomic features, predict the synergy score measuring deviation from expected non-interaction effect. (1) Drug 1: COC1=C(C=C2C(=C1)N=CN=C2NC3=CC(=C(C=C3)F)Cl)OCCCN4CCOCC4. Drug 2: CCCS(=O)(=O)NC1=C(C(=C(C=C1)F)C(=O)C2=CNC3=C2C=C(C=N3)C4=CC=C(C=C4)Cl)F. Cell line: SK-MEL-28. Synergy scores: CSS=47.2, Synergy_ZIP=2.01, Synergy_Bliss=3.44, Synergy_Loewe=-8.25, Synergy_HSA=6.08. (2) Cell line: MDA-MB-435. Drug 1: C1=NC2=C(N1)C(=S)N=CN2. Drug 2: C(CN)CNCCSP(=O)(O)O. Synergy scores: CSS=42.8, Synergy_ZIP=1.45, Synergy_Bliss=2.04, Synergy_Loewe=-40.2, Synergy_HSA=1.80. (3) Drug 1: CCC1(C2=C(COC1=O)C(=O)N3CC4=CC5=C(C=CC(=C5CN(C)C)O)N=C4C3=C2)O.Cl. Drug 2: C(CCl)NC(=O)N(CCCl)N=O. Cell line: 786-0. Synergy scores: CSS=38.7, Synergy_ZIP=-0.836, Synergy_Bliss=-1.42, Synergy_Loewe=-0.679, Synergy_HSA=-1.07. (4) Drug 1: C1CC(C1)(C(=O)O)C(=O)O.[NH2-].[NH2-].[Pt+2]. Drug 2: COCCOC1=C(C=C2C(=C1)C(=NC=N2)NC3=CC=CC(=C3)C#C)OCCOC.Cl. Cell line: MDA-MB-435. Synergy scores: CSS=-7.83, Synergy_ZIP=4.17, Synergy_Bliss=2.02, Synergy_Loewe=-5.93, Synergy_HSA=-5.20. (5) Drug 1: CS(=O)(=O)C1=CC(=C(C=C1)C(=O)NC2=CC(=C(C=C2)Cl)C3=CC=CC=N3)Cl. Drug 2: CCC1(CC2CC(C3=C(CCN(C2)C1)C4=CC=CC=C4N3)(C5=C(C=C6C(=C5)C78CCN9C7C(C=CC9)(C(C(C8N6C=O)(C(=O)OC)O)OC(=O)C)CC)OC)C(=O)OC)O.OS(=O)(=O)O. Cell line: SNB-75. Synergy scores: CSS=25.8, Synergy_ZIP=0.557, Synergy_Bliss=8.54, Synergy_Loewe=-7.96, Synergy_HSA=6.48. (6) Drug 1: C1CCC(CC1)NC(=O)N(CCCl)N=O. Drug 2: C1=C(C(=O)NC(=O)N1)F. Synergy scores: CSS=73.4, Synergy_ZIP=-12.1, Synergy_Bliss=-19.0, Synergy_Loewe=-17.0, Synergy_HSA=-14.8. Cell line: RPMI-8226. (7) Drug 1: CCCS(=O)(=O)NC1=C(C(=C(C=C1)F)C(=O)C2=CNC3=C2C=C(C=N3)C4=CC=C(C=C4)Cl)F. Drug 2: CC1=C2C(C(=O)C3(C(CC4C(C3C(C(C2(C)C)(CC1OC(=O)C(C(C5=CC=CC=C5)NC(=O)OC(C)(C)C)O)O)OC(=O)C6=CC=CC=C6)(CO4)OC(=O)C)O)C)O. Cell line: U251. Synergy scores: CSS=47.9, Synergy_ZIP=4.27, Synergy_Bliss=3.54, Synergy_Loewe=-29.6, Synergy_HSA=4.41.